This data is from KCNQ2 potassium channel screen with 302,405 compounds. The task is: Binary Classification. Given a drug SMILES string, predict its activity (active/inactive) in a high-throughput screening assay against a specified biological target. (1) The result is 0 (inactive). The molecule is S(=O)(=O)(N(CC)CC)c1cc(NC(=O)CNCCc2ccccc2)c(N2CCOCC2)cc1. (2) The compound is Clc1c(cccc1)C(OCC(=O)Nc1sccn1)=O. The result is 0 (inactive). (3) The compound is S(=O)(=O)(N(CC)CC)c1ccc(cc1)C(=O)NCCSc1c2c([nH]c1)cccc2. The result is 0 (inactive). (4) The drug is O1CCN(CCCN(Cc2cc3c([nH]c2=O)c(ccc3C)C)Cc2n(nnn2)CCOC)CC1. The result is 0 (inactive). (5) The compound is s1c(N(CCN(C)C)C(=O)/C=C\c2sccc2)nc2c1cc(cc2)C. The result is 0 (inactive). (6) The molecule is Brc1ccc(C2CC(OC(=C2)C(=O)NCc2ccccc2)OCc2ccc(cc2)CO)cc1. The result is 0 (inactive). (7) The compound is s1c(C(=O)CC2(O)c3c(NC2=O)cccc3)ccc1C. The result is 0 (inactive).